Dataset: NCI-60 drug combinations with 297,098 pairs across 59 cell lines. Task: Regression. Given two drug SMILES strings and cell line genomic features, predict the synergy score measuring deviation from expected non-interaction effect. (1) Drug 1: CC12CCC3C(C1CCC2=O)CC(=C)C4=CC(=O)C=CC34C. Drug 2: C1=CC=C(C(=C1)C(C2=CC=C(C=C2)Cl)C(Cl)Cl)Cl. Cell line: T-47D. Synergy scores: CSS=36.5, Synergy_ZIP=2.04, Synergy_Bliss=6.12, Synergy_Loewe=5.07, Synergy_HSA=5.96. (2) Drug 1: C1CNP(=O)(OC1)N(CCCl)CCCl. Drug 2: C1CCC(C(C1)N)N.C(=O)(C(=O)[O-])[O-].[Pt+4]. Cell line: MDA-MB-435. Synergy scores: CSS=-3.75, Synergy_ZIP=1.07, Synergy_Bliss=-3.48, Synergy_Loewe=-18.8, Synergy_HSA=-9.78.